This data is from Catalyst prediction with 721,799 reactions and 888 catalyst types from USPTO. The task is: Predict which catalyst facilitates the given reaction. (1) Reactant: [CH3:1][P:2]([CH2:5][C:6]1[CH:7]=[C:8]([N:12]2[C:16]([C:17]([O:19]CC)=[O:18])=[CH:15][C:14]([CH:22]([CH3:24])[CH3:23])=[N:13]2)[CH:9]=[CH:10][CH:11]=1)([CH3:4])=[O:3].[OH-].[Na+]. Product: [CH3:4][P:2]([CH2:5][C:6]1[CH:7]=[C:8]([N:12]2[C:16]([C:17]([OH:19])=[O:18])=[CH:15][C:14]([CH:22]([CH3:24])[CH3:23])=[N:13]2)[CH:9]=[CH:10][CH:11]=1)([CH3:1])=[O:3]. The catalyst class is: 14. (2) Reactant: [CH:1]1([CH2:4][O:5][C:6]2[CH:31]=[CH:30][C:9]([CH2:10][O:11][C:12]3[CH:20]=[CH:19][C:18]4[NH:17][C:16]5[CH:21]([CH2:24][C:25]([O:27]CC)=[O:26])[CH2:22][CH2:23][C:15]=5[C:14]=4[CH:13]=3)=[CH:8][C:7]=2[C:32]([F:35])([F:34])[F:33])[CH2:3][CH2:2]1.[Li+].[OH-]. The catalyst class is: 225. Product: [CH:1]1([CH2:4][O:5][C:6]2[CH:31]=[CH:30][C:9]([CH2:10][O:11][C:12]3[CH:20]=[CH:19][C:18]4[NH:17][C:16]5[CH:21]([CH2:24][C:25]([OH:27])=[O:26])[CH2:22][CH2:23][C:15]=5[C:14]=4[CH:13]=3)=[CH:8][C:7]=2[C:32]([F:35])([F:33])[F:34])[CH2:3][CH2:2]1.